Dataset: Full USPTO retrosynthesis dataset with 1.9M reactions from patents (1976-2016). Task: Predict the reactants needed to synthesize the given product. (1) Given the product [O:6]1[CH2:11][CH2:10][N:9]([C:12]2[C:17]([CH:38]=[O:40])=[C:16]([N:18]3[CH2:23][CH2:22][O:21][CH2:20][CH2:19]3)[N:15]=[C:14]([N:24]3[CH2:25][CH2:26][N:27]([C:30]4[CH:35]=[CH:34][CH:33]=[CH:32][CH:31]=4)[CH2:28][CH2:29]3)[N:13]=2)[CH2:8][CH2:7]1, predict the reactants needed to synthesize it. The reactants are: P(Cl)(Cl)(Cl)=O.[O:6]1[CH2:11][CH2:10][N:9]([C:12]2[CH:17]=[C:16]([N:18]3[CH2:23][CH2:22][O:21][CH2:20][CH2:19]3)[N:15]=[C:14]([N:24]3[CH2:29][CH2:28][N:27]([C:30]4[CH:35]=[CH:34][CH:33]=[CH:32][CH:31]=4)[CH2:26][CH2:25]3)[N:13]=2)[CH2:8][CH2:7]1.[OH-].[Na+].[C:38](OCC)(=[O:40])C. (2) Given the product [Cl:10][C:11]1[S:15][C:14]([C:16]([NH:18][NH:19][C:2](=[S:3])[NH:1][C:4]2[CH:9]=[CH:8][CH:7]=[CH:6][CH:5]=2)=[O:17])=[CH:13][CH:12]=1, predict the reactants needed to synthesize it. The reactants are: [N:1]([C:4]1[CH:9]=[CH:8][CH:7]=[CH:6][CH:5]=1)=[C:2]=[S:3].[Cl:10][C:11]1[S:15][C:14]([C:16]([NH:18][NH2:19])=[O:17])=[CH:13][CH:12]=1. (3) Given the product [CH3:10][C@H:9]1[C@@H:8]([C:11]2[CH:16]=[CH:15][CH:14]=[CH:13][CH:12]=2)[O:7][C:6](=[O:17])[N:5]1[CH2:4][C:3]1[CH:18]=[C:19]([C:22]([F:25])([F:24])[F:23])[CH:20]=[CH:21][C:2]=1[B:26]1[O:30][C:29]([CH3:32])([CH3:31])[C:28]([CH3:34])([CH3:33])[O:27]1, predict the reactants needed to synthesize it. The reactants are: Br[C:2]1[CH:21]=[CH:20][C:19]([C:22]([F:25])([F:24])[F:23])=[CH:18][C:3]=1[CH2:4][N:5]1[C@@H:9]([CH3:10])[C@@H:8]([C:11]2[CH:16]=[CH:15][CH:14]=[CH:13][CH:12]=2)[O:7][C:6]1=[O:17].[B:26]1([B:26]2[O:30][C:29]([CH3:32])([CH3:31])[C:28]([CH3:34])([CH3:33])[O:27]2)[O:30][C:29]([CH3:32])([CH3:31])[C:28]([CH3:34])([CH3:33])[O:27]1.C([O-])(=O)C.[K+]. (4) Given the product [S:3]1[CH:7]=[CH:6][CH:5]=[C:4]1[C:8]1([C:9]#[N:10])[CH2:13][CH2:12]1, predict the reactants needed to synthesize it. The reactants are: [H-].[Na+].[S:3]1[CH:7]=[CH:6][CH:5]=[C:4]1[CH2:8][C:9]#[N:10].Br[CH2:12][CH2:13]Cl.O. (5) Given the product [Cl:1][C:2]1[CH:3]=[C:4]([S:8]([NH:11][C:12]2[CH:20]=[CH:19][C:15]([C:16]([O:18][CH2:22][CH2:23][CH2:24][CH3:25])=[O:17])=[C:14]([OH:21])[CH:13]=2)(=[O:9])=[O:10])[S:5][C:6]=1[Cl:7], predict the reactants needed to synthesize it. The reactants are: [Cl:1][C:2]1[CH:3]=[C:4]([S:8]([NH:11][C:12]2[CH:20]=[CH:19][C:15]([C:16]([OH:18])=[O:17])=[C:14]([OH:21])[CH:13]=2)(=[O:10])=[O:9])[S:5][C:6]=1[Cl:7].[CH2:22](O)[CH2:23][CH2:24][CH3:25]. (6) Given the product [N:10]1[C:11]2[C:6](=[CH:5][CH:4]=[CH:3][C:2]=2[NH:1][S:20]([C:16]2[CH:17]=[N:18][CH:19]=[C:14]([C:13]([F:25])([F:12])[F:24])[CH:15]=2)(=[O:22])=[O:21])[CH:7]=[CH:8][CH:9]=1, predict the reactants needed to synthesize it. The reactants are: [NH2:1][C:2]1[CH:3]=[CH:4][CH:5]=[C:6]2[C:11]=1[N:10]=[CH:9][CH:8]=[CH:7]2.[F:12][C:13]([F:25])([F:24])[C:14]1[CH:15]=[C:16]([S:20](Cl)(=[O:22])=[O:21])[CH:17]=[N:18][CH:19]=1.N1C=CC=CC=1. (7) Given the product [F:11][C:12]1[CH:17]=[CH:16][CH:15]=[CH:14][C:13]=1[C:18]#[C:19][CH:20]=[O:21], predict the reactants needed to synthesize it. The reactants are: C(Cl)(=O)C(Cl)=O.CS(C)=O.[F:11][C:12]1[CH:17]=[CH:16][CH:15]=[CH:14][C:13]=1[C:18]#[C:19][CH2:20][OH:21].CCN(CC)CC. (8) Given the product [Cl:58][C:46]1[C:47]([CH2:49][C:50]2[CH:51]=[CH:52][C:53]([CH2:56][CH3:57])=[CH:54][CH:55]=2)=[CH:48][C:43]([C@@:4]2([CH2:1][CH2:2][CH2:3][OH:69])[C@H:9]([O:10][CH2:11][C:12]3[CH:17]=[CH:16][CH:15]=[CH:14][CH:13]=3)[C@@H:8]([O:18][CH2:19][C:20]3[CH:21]=[CH:22][CH:23]=[CH:24][CH:25]=3)[C@H:7]([O:26][CH2:27][C:28]3[CH:33]=[CH:32][CH:31]=[CH:30][CH:29]=3)[C@@H:6]([CH2:34][O:35][CH2:36][C:37]3[CH:38]=[CH:39][CH:40]=[CH:41][CH:42]=3)[O:5]2)=[C:44]([OH:59])[CH:45]=1, predict the reactants needed to synthesize it. The reactants are: [CH2:1]([C@:4]1([C:43]2[CH:48]=[C:47]([CH2:49][C:50]3[CH:55]=[CH:54][C:53]([CH2:56][CH3:57])=[CH:52][CH:51]=3)[C:46]([Cl:58])=[CH:45][C:44]=2[OH:59])[C@H:9]([O:10][CH2:11][C:12]2[CH:17]=[CH:16][CH:15]=[CH:14][CH:13]=2)[C@@H:8]([O:18][CH2:19][C:20]2[CH:25]=[CH:24][CH:23]=[CH:22][CH:21]=2)[C@H:7]([O:26][CH2:27][C:28]2[CH:33]=[CH:32][CH:31]=[CH:30][CH:29]=2)[C@@H:6]([CH2:34][O:35][CH2:36][C:37]2[CH:42]=[CH:41][CH:40]=[CH:39][CH:38]=2)[O:5]1)[CH:2]=[CH2:3].B1C2CCCC1CCC2.[OH-:69].[Na+].OO.